This data is from Experimentally validated miRNA-target interactions with 360,000+ pairs, plus equal number of negative samples. The task is: Binary Classification. Given a miRNA mature sequence and a target amino acid sequence, predict their likelihood of interaction. The miRNA is hsa-miR-6809-3p with sequence CUUCUCUUCUCUCCUUCCCAG. The protein sequence of the target gene is MLPRKRPRSGRSRLQFLLLFLTLGCVLMMVILLHPPPPTLHQAVTAQASKHSPDTGYRLDFGDSQEWVLEAETEGDEYSLLDGLPSFISLQEDQLLVAVASPRARRSQSQGRRQGSYQFIKHRSRRWDEEALEKDWRTEEDGEESEEVLTPLGPDSDGLNKPLSARLPLRRVLPEVRHPLCLQQHPTSGLPTASVILCFHDEAWPTLLRTVHSILDTAPRALLQEIILVDDLSQQELLKSALSEYVARLEAVKLLRSNRRLGTIGARMLGATRATGDVLVFMDAHCECHPGWLEPLLSRI.... Result: 0 (no interaction).